Dataset: Forward reaction prediction with 1.9M reactions from USPTO patents (1976-2016). Task: Predict the product of the given reaction. (1) Given the reactants C[O:2][C:3]([C:5]1[CH:6]=[CH:7][CH:8]=[C:9]2[C:13]=1[N:12]([CH2:14][C:15]([N:17]1[C@H:22]([C:23](=[O:34])[NH:24][CH2:25][C:26]3[CH:31]=[CH:30][CH:29]=[C:28]([Cl:32])[C:27]=3[F:33])[CH2:21][C@@H:20]3[C@H:18]1[CH2:19]3)=[O:16])[CH:11]=[C:10]2[C:35](=[O:37])[CH3:36])=[O:4].[Li+].[OH-].Cl, predict the reaction product. The product is: [C:35]([C:10]1[C:9]2[C:13](=[C:5]([C:3]([OH:4])=[O:2])[CH:6]=[CH:7][CH:8]=2)[N:12]([CH2:14][C:15]([N:17]2[C@H:22]([C:23](=[O:34])[NH:24][CH2:25][C:26]3[CH:31]=[CH:30][CH:29]=[C:28]([Cl:32])[C:27]=3[F:33])[CH2:21][C@@H:20]3[C@H:18]2[CH2:19]3)=[O:16])[CH:11]=1)(=[O:37])[CH3:36]. (2) Given the reactants ClC1N2[C:8](=[O:11])NN=C2C(C2C=CC(Cl)=CC=2)=C(C2C=CC(Cl)=CC=2)N=1.[Cl-].ICC.[Cl:30][C:31]1[CH:36]=[CH:35][C:34]([C:37]2[N:42]=[C:41]([N:43]3[CH2:46][C:45](NCC)(C(N)=O)[CH2:44]3)[N:40]3[C:53](=[O:58])[N:54]([CH2:56][CH3:57])[N:55]=[C:39]3[C:38]=2[C:59]2[CH:64]=[CH:63][C:62]([Cl:65])=[CH:61][CH:60]=2)=[CH:33][CH:32]=1, predict the reaction product. The product is: [Cl:30][C:31]1[CH:36]=[CH:35][C:34]([C:37]2[N:42]=[C:41]([N:43]3[CH2:46][CH2:8][O:11][CH2:45][CH2:44]3)[N:40]3[C:53](=[O:58])[N:54]([CH2:56][CH3:57])[N:55]=[C:39]3[C:38]=2[C:59]2[CH:60]=[CH:61][C:62]([Cl:65])=[CH:63][CH:64]=2)=[CH:33][CH:32]=1. (3) Given the reactants Br[C:2]1[CH:7]=[CH:6][C:5]([C:8]2[CH:13]=[CH:12][C:11]([CH2:14][C:15]3[N:16]([C:28]4[CH:33]=[CH:32][C:31]([N:34]5[S:38](=[O:40])(=[O:39])[NH:37][C:36](=[O:41])[CH2:35]5)=[CH:30][CH:29]=4)[CH:17]=[C:18]([C:20]4[CH:25]=[CH:24][C:23]([Cl:26])=[CH:22][C:21]=4[Cl:27])[N:19]=3)=[CH:10][CH:9]=2)=[CH:4][CH:3]=1.[NH:42]1[CH2:47][CH2:46][NH:45][CH2:44][C:43]1=[O:48], predict the reaction product. The product is: [Cl:27][C:21]1[CH:22]=[C:23]([Cl:26])[CH:24]=[CH:25][C:20]=1[C:18]1[N:19]=[C:15]([CH2:14][C:11]2[CH:12]=[CH:13][C:8]([C:5]3[CH:6]=[CH:7][C:2]([N:45]4[CH2:46][CH2:47][NH:42][C:43](=[O:48])[CH2:44]4)=[CH:3][CH:4]=3)=[CH:9][CH:10]=2)[N:16]([C:28]2[CH:33]=[CH:32][C:31]([N:34]3[CH2:35][C:36](=[O:41])[NH:37][S:38]3(=[O:40])=[O:39])=[CH:30][CH:29]=2)[CH:17]=1. (4) The product is: [CH3:1][O:2][C:3]1([O:21][CH3:19])[C:4]([NH:11][C:12](=[O:18])[O:13][C:14]([CH3:17])([CH3:16])[CH3:15])=[CH:5][C:6](=[O:9])[CH:7]=[CH:8]1. Given the reactants [CH3:1][O:2][C:3]1[CH:8]=[CH:7][C:6]([O:9]C)=[CH:5][C:4]=1[NH:11][C:12](=[O:18])[O:13][C:14]([CH3:17])([CH3:16])[CH3:15].[C:19](O[IH]C1C=CC=CC=1[IH]OC(=O)C)(=[O:21])C, predict the reaction product.